Dataset: Reaction yield outcomes from USPTO patents with 853,638 reactions. Task: Predict the reaction yield, written as a fraction of the theoretical maximum amount of product (1.0 means a 100% yield; for example, 0.34 means a 34% yield). (1) The yield is 0.550. The catalyst is C(O)CCC. The reactants are [CH3:1][C:2]1[CH:7]=[CH:6][C:5]([NH:8][C:9](=[O:24])[C:10]2[CH:15]=[CH:14][C:13]([CH2:16][N:17]3[CH2:22][CH2:21][N:20]([CH3:23])[CH2:19][CH2:18]3)=[CH:12][CH:11]=2)=[CH:4][C:3]=1[NH:25][C:26]([N:28]1[C:32]2[N:33]=[CH:34][N:35]=[C:36](Cl)[C:31]=2[CH:30]=[CH:29]1)=[O:27].C(Cl)(=O)C.[NH2:42][C:43]1[CH:44]=[C:45]([S:49]([NH2:52])(=[O:51])=[O:50])[CH:46]=[CH:47][CH:48]=1. The product is [CH3:1][C:2]1[CH:7]=[CH:6][C:5]([NH:8][C:9](=[O:24])[C:10]2[CH:15]=[CH:14][C:13]([CH2:16][N:17]3[CH2:22][CH2:21][N:20]([CH3:23])[CH2:19][CH2:18]3)=[CH:12][CH:11]=2)=[CH:4][C:3]=1[NH:25][C:26]([N:28]1[C:32]2[N:33]=[CH:34][N:35]=[C:36]([NH:42][C:43]3[CH:48]=[CH:47][CH:46]=[C:45]([S:49](=[O:51])(=[O:50])[NH2:52])[CH:44]=3)[C:31]=2[CH:30]=[CH:29]1)=[O:27]. (2) The reactants are [CH3:1][N:2]1[CH:6]=[CH:5][C:4]([NH:7][C:8]([C:10]2[CH:20]=[C:19]([OH:21])[C:13]3[CH2:14][C:15]([CH3:18])([CH3:17])[O:16][C:12]=3[CH:11]=2)=[O:9])=[N:3]1.[N:22]1[CH:27]=[CH:26][CH:25]=[CH:24][C:23]=1[CH:28](O)[CH3:29].C1C=CC(P(C2C=CC=CC=2)C2C=CC=CC=2)=CC=1.CC(OC(/N=N/C(OC(C)C)=O)=O)C. The catalyst is C1COCC1. The product is [CH3:1][N:2]1[CH:6]=[CH:5][C:4]([NH:7][C:8]([C:10]2[CH:20]=[C:19]([O:21][CH:28]([C:23]3[CH:24]=[CH:25][CH:26]=[CH:27][N:22]=3)[CH3:29])[C:13]3[CH2:14][C:15]([CH3:18])([CH3:17])[O:16][C:12]=3[CH:11]=2)=[O:9])=[N:3]1. The yield is 0.270. (3) The reactants are [Cl:1][C:2]1[CH:10]=[CH:9][C:5]([C:6]([OH:8])=[O:7])=[CH:4][C:3]=1[NH:11][C:12]([NH2:14])=[O:13].[F:15][C:16]([F:24])([F:23])[C:17](=O)[CH2:18][C:19](=O)[CH3:20].[CH2:25](O)[CH3:26]. No catalyst specified. The product is [CH2:25]([O:7][C:6](=[O:8])[C:5]1[CH:9]=[CH:10][C:2]([Cl:1])=[C:3]([N:11]2[C:19]([CH3:20])=[CH:18][C:17]([C:16]([F:24])([F:23])[F:15])=[N:14][C:12]2=[O:13])[CH:4]=1)[CH3:26]. The yield is 0.0900. (4) The reactants are CC1(C)C2C(=C(P(C3C=CC=CC=3)C3C=CC=CC=3)C=CC=2)OC2C(P(C3C=CC=CC=3)C3C=CC=CC=3)=CC=CC1=2.CC([O-])(C)C.[Na+].Cl[C:50]1[N:55]=[CH:54][C:53]([N:56]2[CH2:61][CH2:60][N:59]([CH2:62][CH2:63][O:64][Si:65]([C:68]([CH3:71])([CH3:70])[CH3:69])([CH3:67])[CH3:66])[CH2:58][CH2:57]2)=[CH:52][CH:51]=1.[CH:72]1([N:77]2[C:81]3[N:82]=[C:83]([NH2:86])[N:84]=[CH:85][C:80]=3[C:79]3[CH:87]=[CH:88][N:89]=[C:90]([F:91])[C:78]2=3)[CH2:76][CH2:75][CH2:74][CH2:73]1. The catalyst is C1C=CC(/C=C/C(/C=C/C2C=CC=CC=2)=O)=CC=1.C1C=CC(/C=C/C(/C=C/C2C=CC=CC=2)=O)=CC=1.C1C=CC(/C=C/C(/C=C/C2C=CC=CC=2)=O)=CC=1.[Pd].[Pd]. The product is [CH:72]1([N:77]2[C:81]3[N:82]=[C:83]([NH:86][C:50]4[CH:51]=[CH:52][C:53]([N:56]5[CH2:61][CH2:60][N:59]([CH2:62][CH2:63][O:64][Si:65]([C:68]([CH3:71])([CH3:70])[CH3:69])([CH3:67])[CH3:66])[CH2:58][CH2:57]5)=[CH:54][N:55]=4)[N:84]=[CH:85][C:80]=3[C:79]3[CH:87]=[CH:88][N:89]=[C:90]([F:91])[C:78]2=3)[CH2:73][CH2:74][CH2:75][CH2:76]1. The yield is 0.482. (5) The yield is 0.850. The catalyst is CO. The product is [CH2:1]([S:8][C:9]1[CH:14]=[C:13]2[C:12](=[CH:11][CH:10]=1)[N:22]([C:23]1[CH:28]=[C:27]([F:29])[C:26]([Br:30])=[CH:25][C:24]=1[CH3:31])[C:17](=[O:19])[CH:16]=[CH:15]2)[C:2]1[CH:7]=[CH:6][CH:5]=[CH:4][CH:3]=1. The reactants are [CH2:1]([S:8][C:9]1[CH:10]=[CH:11][C:12]([NH:22][C:23]2[CH:28]=[C:27]([F:29])[C:26]([Br:30])=[CH:25][C:24]=2[CH3:31])=[C:13](/[CH:15]=[CH:16]/[C:17]([O:19]CC)=O)[CH:14]=1)[C:2]1[CH:7]=[CH:6][CH:5]=[CH:4][CH:3]=1.C[O-].[Na+]. (6) The reactants are [F:1][C:2]([F:32])([F:31])[C:3]1[CH:8]=[CH:7][C:6]([C:9]2[CH:14]=[CH:13][CH:12]=[C:11]([CH2:15][O:16][C:17]3[CH:22]=[CH:21][C:20]([C:23]4([CH2:27][C:28]([O-:30])=[O:29])[CH2:26][O:25][CH2:24]4)=[CH:19][CH:18]=3)[CH:10]=2)=[CH:5][CH:4]=1.FC(F)(F)C1C=CC(C2C=CC=C(COC3C=CC(C4(CC(OCC)=O)COC4)=CC=3)C=2)=CC=1.[Li+].[OH-]. The catalyst is C1COCC1.CO. The product is [F:32][C:2]([F:1])([F:31])[C:3]1[CH:4]=[CH:5][C:6]([C:9]2[CH:14]=[CH:13][CH:12]=[C:11]([CH2:15][O:16][C:17]3[CH:22]=[CH:21][C:20]([C:23]4([CH2:27][C:28]([OH:30])=[O:29])[CH2:26][O:25][CH2:24]4)=[CH:19][CH:18]=3)[CH:10]=2)=[CH:7][CH:8]=1. The yield is 0.310.